From a dataset of TCR-epitope binding with 47,182 pairs between 192 epitopes and 23,139 TCRs. Binary Classification. Given a T-cell receptor sequence (or CDR3 region) and an epitope sequence, predict whether binding occurs between them. (1) The epitope is NLNESLIDL. The TCR CDR3 sequence is CASSLEVRRGFSEQYF. Result: 0 (the TCR does not bind to the epitope). (2) The epitope is NLNESLIDL. The TCR CDR3 sequence is CASSPGHLYEQYF. Result: 1 (the TCR binds to the epitope). (3) The TCR CDR3 sequence is CASSPIGGELFF. Result: 0 (the TCR does not bind to the epitope). The epitope is LPRRSGAAGA. (4) The epitope is SLYNTVATL. The TCR CDR3 sequence is CASSFDREAFF. Result: 1 (the TCR binds to the epitope). (5) The epitope is YIFFASFYY. The TCR CDR3 sequence is CSVEDQSRGGYTF. Result: 0 (the TCR does not bind to the epitope). (6) The epitope is ILGLPTQTV. The TCR CDR3 sequence is CASSQEPAGTGDSPLHF. Result: 1 (the TCR binds to the epitope).